This data is from Forward reaction prediction with 1.9M reactions from USPTO patents (1976-2016). The task is: Predict the product of the given reaction. (1) Given the reactants [Cl:1][C:2]1[C:9]([C:10]#[C:11][Si](C)(C)C)=[C:8](F)[CH:7]=[CH:6][C:3]=1[C:4]#[N:5].[NH2:17][CH:18]([CH2:23][CH3:24])[C:19]([CH3:22])([OH:21])[CH3:20].C([O-])([O-])=O.[K+].[K+].CN1C(=O)CCC1, predict the reaction product. The product is: [Cl:1][C:2]1[C:3]([C:4]#[N:5])=[CH:6][CH:7]=[C:8]2[C:9]=1[CH:10]=[CH:11][N:17]2[CH:18]([CH2:23][CH3:24])[C:19]([OH:21])([CH3:22])[CH3:20]. (2) Given the reactants [NH2:1][CH2:2][CH2:3][CH2:4][CH2:5][C@H:6]([NH:14][C:15](=[O:34])[NH:16][C@@H:17]([CH2:25][CH2:26][C:27]([O:29][C:30]([CH3:33])([CH3:32])[CH3:31])=[O:28])[C:18]([O:20][C:21]([CH3:24])([CH3:23])[CH3:22])=[O:19])[C:7]([O:9][C:10]([CH3:13])([CH3:12])[CH3:11])=[O:8].[C:35]([O:39][C:40](=[O:70])[CH2:41][N:42]([CH2:56][C:57]1[N:58]([CH2:62][C:63]([O:65][C:66]([CH3:69])([CH3:68])[CH3:67])=[O:64])[CH:59]=[CH:60][N:61]=1)[CH2:43][CH2:44][CH2:45][CH2:46][CH2:47][CH2:48][CH2:49][CH2:50][CH2:51][CH2:52][C:53](O)=[O:54])([CH3:38])([CH3:37])[CH3:36].C(N=C=NCCCN(C)C)C.ON1C2C=CC=CC=2N=N1.CCN(C(C)C)C(C)C, predict the reaction product. The product is: [C:66]([O:65][C:63](=[O:64])[CH2:62][N:58]1[CH:59]=[CH:60][N:61]=[C:57]1[CH2:56][N:42]([CH2:43][CH2:44][CH2:45][CH2:46][CH2:47][CH2:48][CH2:49][CH2:50][CH2:51][CH2:52][C:53](=[O:54])[NH:1][CH2:2][CH2:3][CH2:4][CH2:5][C@@H:6]([C:7]([O:9][C:10]([CH3:13])([CH3:12])[CH3:11])=[O:8])[NH:14][C:15](=[O:34])[NH:16][C@H:17]([C:18]([O:20][C:21]([CH3:22])([CH3:23])[CH3:24])=[O:19])[CH2:25][CH2:26][C:27]([O:29][C:30]([CH3:33])([CH3:32])[CH3:31])=[O:28])[CH2:41][C:40]([O:39][C:35]([CH3:36])([CH3:37])[CH3:38])=[O:70])([CH3:69])([CH3:67])[CH3:68]. (3) The product is: [OH:2][CH2:1][C:3]1[N:7]2[CH:8]=[CH:9][CH:10]=[CH:11][C:6]2=[N:5][C:4]=1[C:12]1[CH:21]=[CH:20][C:19]2[C:14](=[CH:15][CH:16]=[CH:17][CH:18]=2)[C:13]=1[C:22]([O:24][CH3:25])=[O:23]. Given the reactants [CH:1]([C:3]1[N:7]2[CH:8]=[CH:9][CH:10]=[CH:11][C:6]2=[N:5][C:4]=1[C:12]1[CH:21]=[CH:20][C:19]2[C:14](=[CH:15][CH:16]=[CH:17][CH:18]=2)[C:13]=1[C:22]([O:24][CH3:25])=[O:23])=[O:2].O1CCCC1.[BH4-].[Na+].[Cl-].[NH4+], predict the reaction product. (4) Given the reactants CN1CCOCC1.[O:8]=[C:9]([CH2:15][CH3:16])/[CH:10]=[CH:11]/[C:12]([OH:14])=[O:13].C(Cl)(=O)C(C)(C)C.O[C@H:25]([CH3:43])/[CH:26]=[CH:27]\[C:28]([N:30]([C:37]1[CH:42]=[CH:41][CH:40]=[CH:39][CH:38]=1)[C:31]1[CH:36]=[CH:35][CH:34]=[CH:33][CH:32]=1)=[O:29].OS(O)(=O)=O, predict the reaction product. The product is: [O:8]=[C:9]([CH2:15][CH3:16])/[CH:10]=[CH:11]\[C:12]([O:14][C@@H:25](/[CH:26]=[CH:27]/[C:28]([N:30]([C:37]1[CH:38]=[CH:39][CH:40]=[CH:41][CH:42]=1)[C:31]1[CH:32]=[CH:33][CH:34]=[CH:35][CH:36]=1)=[O:29])[CH3:43])=[O:13]. (5) Given the reactants [CH3:1][O:2][C:3]1[CH:8]=[CH:7][C:6]([C:9]([F:12])([F:11])[F:10])=[CH:5][C:4]=1[NH2:13].ClC(Cl)(O[C:18](=[O:24])OC(Cl)(Cl)Cl)Cl.[CH3:26][N:27]1[C:31]2=[CH:32][N:33]=[CH:34][C:35]([C:36]3[CH:41]=[CH:40][C:39]([NH2:42])=[CH:38][CH:37]=3)=[C:30]2[CH:29]=[N:28]1, predict the reaction product. The product is: [CH3:1][O:2][C:3]1[CH:8]=[CH:7][C:6]([C:9]([F:11])([F:10])[F:12])=[CH:5][C:4]=1[NH:13][C:18]([NH:42][C:39]1[CH:38]=[CH:37][C:36]([C:35]2[CH:34]=[N:33][CH:32]=[C:31]3[N:27]([CH3:26])[N:28]=[CH:29][C:30]=23)=[CH:41][CH:40]=1)=[O:24].